The task is: Predict the product of the given reaction.. This data is from Forward reaction prediction with 1.9M reactions from USPTO patents (1976-2016). (1) The product is: [Cl:12][C:7]1[CH:8]=[CH:9][CH:10]=[C:11]2[C:6]=1[CH:5]=[C:4]([O:13][CH2:14][CH2:15][O:16][CH3:17])[N:3]=[C:2]2[F:18]. Given the reactants Cl[C:2]1[C:11]2[C:6](=[C:7]([Cl:12])[CH:8]=[CH:9][CH:10]=2)[CH:5]=[C:4]([O:13][CH2:14][CH2:15][O:16][CH3:17])[N:3]=1.[F-:18].[Cs+], predict the reaction product. (2) The product is: [CH3:1][O:2][C:3]1[C:4]([CH2:12][N:13]([CH3:14])[CH3:15])=[C:5]2[C:9](=[CH:10][CH:11]=1)[N:8]([S:29]([C:26]1[CH:25]=[CH:24][C:23]([O:22][CH3:21])=[CH:28][CH:27]=1)(=[O:31])=[O:30])[CH:7]=[CH:6]2. Given the reactants [CH3:1][O:2][C:3]1[C:4]([CH2:12][N:13]([CH3:15])[CH3:14])=[C:5]2[C:9](=[CH:10][CH:11]=1)[NH:8][CH:7]=[CH:6]2.CN(C=O)C.[CH3:21][O:22][C:23]1[CH:28]=[CH:27][C:26]([S:29](Cl)(=[O:31])=[O:30])=[CH:25][CH:24]=1, predict the reaction product. (3) Given the reactants [CH3:1][O:2][C:3]1[CH:18]=[C:17]([N+:19]([O-])=O)[CH:16]=[CH:15][C:4]=1[O:5][CH2:6][CH2:7][O:8][CH:9]1[CH2:14][CH2:13][CH2:12][CH2:11][O:10]1, predict the reaction product. The product is: [CH3:1][O:2][C:3]1[CH:18]=[C:17]([CH:16]=[CH:15][C:4]=1[O:5][CH2:6][CH2:7][O:8][CH:9]1[CH2:14][CH2:13][CH2:12][CH2:11][O:10]1)[NH2:19].